This data is from Catalyst prediction with 721,799 reactions and 888 catalyst types from USPTO. The task is: Predict which catalyst facilitates the given reaction. Reactant: N1[CH:6]=[CH:5][CH:4]=[CH:3][C:2]=1[C:7](O)=O.C([N:12]([CH2:15][CH3:16])[CH2:13][CH3:14])C.O=[C:18]1N(P(Cl)(N2CCOC2=O)=O)CCO1.Cl.O([C:40]1[CH:45]=[CH:44][CH:43]=[CH:42][C:41]=1/[CH:46]=[CH:47]/[CH2:48][N:49]1[CH2:54][CH2:53][CH:52]([N:55]2CC3C(=CC=CC=3)[C:56]2=[O:64])[CH2:51][CH2:50]1)C1C=CC=CC=1. Product: [C:2]1([CH:46]([C:41]2[CH:40]=[CH:45][CH:44]=[CH:43][CH:42]=2)[CH2:47][CH2:48][N:49]2[CH2:54][CH2:53][CH:52]([NH:55][C:56]([C:15]3[CH:16]=[CH:18][CH:14]=[CH:13][N:12]=3)=[O:64])[CH2:51][CH2:50]2)[CH:7]=[CH:6][CH:5]=[CH:4][CH:3]=1. The catalyst class is: 2.